From a dataset of Forward reaction prediction with 1.9M reactions from USPTO patents (1976-2016). Predict the product of the given reaction. (1) Given the reactants [Br:1][C:2]1[C:3](Cl)=[N:4][C:5]([Cl:8])=[N:6][CH:7]=1.[NH2:10][C:11]1[CH:16]=[CH:15][C:14]([C:17]([CH3:21])([CH3:20])[C:18]#[N:19])=[CH:13][CH:12]=1.C(N(C(C)C)CC)(C)C, predict the reaction product. The product is: [Br:1][C:2]1[C:3]([NH:10][C:11]2[CH:12]=[CH:13][C:14]([C:17]([CH3:21])([CH3:20])[C:18]#[N:19])=[CH:15][CH:16]=2)=[N:4][C:5]([Cl:8])=[N:6][CH:7]=1. (2) Given the reactants [CH3:1][O:2][C:3]1[CH:4]=[C:5]([C:11]([CH3:19])([CH3:18])[CH:12]([OH:17])[CH2:13][N+:14]([O-:16])=[O:15])[CH:6]=[CH:7][C:8]=1[O:9][CH3:10].C1C=C[NH+]=CC=1.[O-][Cr](Cl)(=O)=O, predict the reaction product. The product is: [CH3:1][O:2][C:3]1[CH:4]=[C:5]([C:11]([CH3:19])([CH3:18])[C:12](=[O:17])[CH2:13][N+:14]([O-:16])=[O:15])[CH:6]=[CH:7][C:8]=1[O:9][CH3:10]. (3) Given the reactants Cl[C:2]1[C:7]([CH3:8])=[C:6]([C:9]2[C:10]([CH3:15])=[N:11][O:12][C:13]=2[CH3:14])[N:5]=[C:4]([C:16]2[CH:17]=[C:18]([OH:26])[CH:19]=[CH:20][C:21]=2[C:22]([F:25])([F:24])[F:23])[N:3]=1.Cl.[NH2:28][CH:29]1[CH2:34][CH2:33][N:32]([C:35]([O:37][CH3:38])=[O:36])[CH2:31][CH2:30]1, predict the reaction product. The product is: [CH3:15][C:10]1[C:9]([C:6]2[N:5]=[C:4]([C:16]3[CH:17]=[C:18]([OH:26])[CH:19]=[CH:20][C:21]=3[C:22]([F:25])([F:24])[F:23])[N:3]=[C:2]([NH:28][CH:29]3[CH2:30][CH2:31][N:32]([C:35]([O:37][CH3:38])=[O:36])[CH2:33][CH2:34]3)[C:7]=2[CH3:8])=[C:13]([CH3:14])[O:12][N:11]=1. (4) The product is: [N:21]([C@H:6]([C@@H:7]([OH:17])[CH2:8][O:9][CH2:10][C:11]1[CH:16]=[CH:15][CH:14]=[CH:13][CH:12]=1)[CH2:5][OH:4])=[N+:22]=[N-:23]. Given the reactants C([O:4][CH2:5][C@H:6]([N:21]=[N+:22]=[N-:23])[C@@H:7]([O:17]C(=O)C)[CH2:8][O:9][CH2:10][C:11]1[CH:16]=[CH:15][CH:14]=[CH:13][CH:12]=1)(=O)C.C(=O)([O-])[O-].[K+].[K+], predict the reaction product. (5) Given the reactants [Cl:1][C:2]1[CH:11]=[C:10]([C:12]([N:14]([O:16][CH3:17])[CH3:15])=[O:13])[C:9]([OH:18])=[C:8]2[C:3]=1[CH:4]=[CH:5][CH:6]=[N:7]2.C(N(CC)C(C)C)(C)C.[F:28][C:29]([F:42])([F:41])[S:30](O[S:30]([C:29]([F:42])([F:41])[F:28])(=[O:32])=[O:31])(=[O:32])=[O:31], predict the reaction product. The product is: [F:28][C:29]([F:42])([F:41])[S:30]([O:18][C:9]1[C:10]([C:12]([N:14]([O:16][CH3:17])[CH3:15])=[O:13])=[CH:11][C:2]([Cl:1])=[C:3]2[C:8]=1[N:7]=[CH:6][CH:5]=[CH:4]2)(=[O:32])=[O:31]. (6) Given the reactants [OH:1][N:2]1[CH:6]=[C:5]([CH2:7][OH:8])[CH:4]=[N:3]1.[CH3:9][N:10]([C:14]1[CH:19]=[CH:18][CH:17]=[CH:16][CH:15]=1)[C:11](Cl)=[O:12], predict the reaction product. The product is: [OH:8][CH2:7][C:5]1[CH:4]=[N:3][N:2]([O:1][C:11](=[O:12])[N:10]([CH3:9])[C:14]2[CH:19]=[CH:18][CH:17]=[CH:16][CH:15]=2)[CH:6]=1. (7) Given the reactants [CH3:1][CH2:2][CH:3](P(OCC)(OCC)=O)[C:4]([O:6][CH2:7][CH3:8])=[O:5].[H-].[Na+].[CH3:19][O:20][C:21]1[CH:28]=[CH:27][C:24]([CH:25]=O)=[CH:23][C:22]=1[N+:29]([O-:31])=[O:30], predict the reaction product. The product is: [CH2:2]([C:3](=[CH:25][C:24]1[CH:27]=[CH:28][C:21]([O:20][CH3:19])=[C:22]([N+:29]([O-:31])=[O:30])[CH:23]=1)[C:4]([O:6][CH2:7][CH3:8])=[O:5])[CH3:1]. (8) Given the reactants O1[C:5]2([CH2:10][CH2:9][CH:8]([O:11][C:12]3[CH:35]=[CH:34][C:15]([C:16]([NH:18][CH2:19][CH2:20][NH:21][C:22]([C:24]4[CH:33]=[CH:32][C:31]5[C:26](=[CH:27][CH:28]=[CH:29][CH:30]=5)[CH:25]=4)=[O:23])=[O:17])=[CH:14][CH:13]=3)[CH2:7][CH2:6]2)[O:4]CC1.O, predict the reaction product. The product is: [O:4]=[C:5]1[CH2:10][CH2:9][CH:8]([O:11][C:12]2[CH:35]=[CH:34][C:15]([C:16]([NH:18][CH2:19][CH2:20][NH:21][C:22]([C:24]3[CH:33]=[CH:32][C:31]4[C:26](=[CH:27][CH:28]=[CH:29][CH:30]=4)[CH:25]=3)=[O:23])=[O:17])=[CH:14][CH:13]=2)[CH2:7][CH2:6]1. (9) Given the reactants [CH3:1][O:2][C:3]1[CH:10]=[CH:9][C:6]([CH2:7][NH2:8])=[CH:5][CH:4]=1.Cl[C:12]1[CH:22]=[C:21]([NH:23][C:24]2[CH:29]=[CH:28][C:27]([I:30])=[CH:26][C:25]=2[F:31])[C:15]([C:16]([O:18][CH2:19][CH3:20])=[O:17])=[CH:14][N:13]=1, predict the reaction product. The product is: [CH2:19]([O:18][C:16](=[O:17])[C:15]1[C:21]([NH:23][C:24]2[CH:29]=[CH:28][C:27]([I:30])=[CH:26][C:25]=2[F:31])=[CH:22][C:12]([NH:8][CH2:7][C:6]2[CH:9]=[CH:10][C:3]([O:2][CH3:1])=[CH:4][CH:5]=2)=[N:13][CH:14]=1)[CH3:20]. (10) Given the reactants [F:1][C:2]1[CH:10]=[CH:9][C:8]2[CH:7]([CH2:11][N:12]3[CH2:17][CH2:16][NH:15][CH2:14][C:13]3=[O:18])[CH2:6][CH2:5][C:4]=2[C:3]=1[C:19]#[N:20].[O:21]=[C:22]1[C:26]2[CH:27]=[CH:28][C:29]([CH2:31][CH:32]=O)=[CH:30][C:25]=2[CH2:24][O:23]1.C(O[BH-](OC(=O)C)OC(=O)C)(=O)C.[Na+], predict the reaction product. The product is: [F:1][C:2]1[CH:10]=[CH:9][C:8]2[CH:7]([CH2:11][N:12]3[CH2:17][CH2:16][N:15]([CH2:32][CH2:31][C:29]4[CH:28]=[CH:27][C:26]5[C:22](=[O:21])[O:23][CH2:24][C:25]=5[CH:30]=4)[CH2:14][C:13]3=[O:18])[CH2:6][CH2:5][C:4]=2[C:3]=1[C:19]#[N:20].